From a dataset of Forward reaction prediction with 1.9M reactions from USPTO patents (1976-2016). Predict the product of the given reaction. (1) Given the reactants C[O:2][C:3]1[CH:4]=[N:5][C:6]([NH:9][C:10](=[O:16])[CH2:11][CH2:12][CH2:13][CH2:14][CH3:15])=[N:7][CH:8]=1.B(Br)(Br)Br.CO, predict the reaction product. The product is: [OH:2][C:3]1[CH:4]=[N:5][C:6]([NH:9][C:10](=[O:16])[CH2:11][CH2:12][CH2:13][CH2:14][CH3:15])=[N:7][CH:8]=1. (2) Given the reactants C([C:3]1[CH:8]=[CH:7][C:6]([C:9]2([C:12]#[N:13])[CH2:11][CH2:10]2)=[CH:5][CH:4]=1)=O.[NH:14]1[CH2:18][CH2:17][CH2:16][CH2:15]1.[C:19](O[BH-](OC(=O)C)OC(=O)C)(=O)C.[Na+].CO, predict the reaction product. The product is: [N:14]1([CH2:19][C:6]2([C:9]3([C:12]#[N:13])[CH2:10][CH2:11]3)[CH:5]=[CH:4][CH:3]=[CH:8][CH2:7]2)[CH2:18][CH2:17][CH2:16][CH2:15]1. (3) Given the reactants [CH3:1][C:2]1[N:6]([CH2:7][C:8]2[CH:25]=[CH:24][C:11]3/[C:12](=C/C#N)/[C:13]4[CH:20]=[CH:19][CH:18]=[CH:17][C:14]=4[CH2:15][CH2:16][C:10]=3[CH:9]=2)[C:5]2[CH:26]=[C:27]([C:31]3[CH:36]=[CH:35][CH:34]=[CH:33][CH:32]=3)[CH:28]=[C:29]([CH3:30])[C:4]=2[N:3]=1.[OH-:37].[Na+].Cl.[CH2:40]([OH:42])[CH3:41], predict the reaction product. The product is: [CH3:1][C:2]1[N:6]([CH2:7][C:8]2[CH:25]=[CH:24][C:11]3/[C:12](=[CH:41]/[C:40]([OH:37])=[O:42])/[C:13]4[CH:20]=[CH:19][CH:18]=[CH:17][C:14]=4[CH2:15][CH2:16][C:10]=3[CH:9]=2)[C:5]2[CH:26]=[C:27]([C:31]3[CH:36]=[CH:35][CH:34]=[CH:33][CH:32]=3)[CH:28]=[C:29]([CH3:30])[C:4]=2[N:3]=1. (4) Given the reactants C([O:4][C@@H:5]1[C@H:9]([O:10][CH2:11][C:12]2[CH:17]=[CH:16][CH:15]=[CH:14][CH:13]=2)[C@:8]([CH2:20][O:21][CH2:22][C:23]2[CH:28]=[CH:27][CH:26]=[CH:25][CH:24]=2)([CH:18]=[CH2:19])[O:7][C@H:6]1[N:29]1[CH:37]=[N:36][C:35]2[C:34](=[O:38])[NH:33][C:32]([NH:39]C(=O)C(C)C)=[N:31][C:30]1=2)(=O)C, predict the reaction product. The product is: [NH2:39][C:32]1[NH:33][C:34](=[O:38])[C:35]2[N:36]=[CH:37][N:29]([C@H:6]3[C@H:5]([OH:4])[C@H:9]([O:10][CH2:11][C:12]4[CH:17]=[CH:16][CH:15]=[CH:14][CH:13]=4)[C@:8]([CH2:20][O:21][CH2:22][C:23]4[CH:24]=[CH:25][CH:26]=[CH:27][CH:28]=4)([CH:18]=[CH2:19])[O:7]3)[C:30]=2[N:31]=1. (5) The product is: [Cl:10][CH2:11][C:12]#[C:13][CH2:14][N:5]1[CH2:6][CH2:7][O:8][CH2:9][C@H:4]1[CH2:2][CH3:3]. Given the reactants Cl.[CH2:2]([C@@H:4]1[CH2:9][O:8][CH2:7][CH2:6][NH:5]1)[CH3:3].[Cl:10][CH2:11][C:12]#[C:13][CH2:14]Cl.C(=O)([O-])[O-].[K+].[K+], predict the reaction product.